This data is from Skin sensitization/reaction prediction data. The task is: Regression/Classification. Given a drug SMILES string, predict its toxicity properties. Task type varies by dataset: regression for continuous values (e.g., LD50, hERG inhibition percentage) or binary classification for toxic/non-toxic outcomes (e.g., AMES mutagenicity, cardiotoxicity, hepatotoxicity). Dataset: skin_reaction. (1) The compound is CCCCCn1c(=O)[nH]c(=O)c2[nH]c(Cl)nc21. The result is 1 (causes skin reaction). (2) The drug is CCCCCC(C=O)=Cc1ccccc1. The result is 1 (causes skin reaction).